From a dataset of Forward reaction prediction with 1.9M reactions from USPTO patents (1976-2016). Predict the product of the given reaction. (1) Given the reactants [CH:1]1([CH2:7][C:8]2[N:12]([C:13]3[CH:18]=[C:17]([C:19]([CH3:22])([CH3:21])[CH3:20])[CH:16]=[C:15]([C:23]([CH3:26])([CH3:25])[CH3:24])[CH:14]=3)[CH:11]=[C:10]([C:27]([O:29]CC)=[O:28])[C:9]=2[CH3:32])[CH2:6][CH2:5][CH2:4][CH2:3][CH2:2]1.[OH-].[Na+].Cl, predict the reaction product. The product is: [CH:1]1([CH2:7][C:8]2[N:12]([C:13]3[CH:18]=[C:17]([C:19]([CH3:22])([CH3:20])[CH3:21])[CH:16]=[C:15]([C:23]([CH3:25])([CH3:24])[CH3:26])[CH:14]=3)[CH:11]=[C:10]([C:27]([OH:29])=[O:28])[C:9]=2[CH3:32])[CH2:2][CH2:3][CH2:4][CH2:5][CH2:6]1. (2) Given the reactants [N:1]1([CH2:6][CH2:7][CH2:8][O:9][C:10]2[CH:15]=[CH:14][C:13]([C:16]3([C:22]([OH:24])=O)[CH2:21][CH2:20][CH2:19][CH2:18][CH2:17]3)=[CH:12][CH:11]=2)[CH2:5][CH2:4][CH2:3][CH2:2]1.[OH:25][CH:26]1[CH2:31][CH2:30][NH:29][CH2:28][CH2:27]1, predict the reaction product. The product is: [N:1]1([CH2:6][CH2:7][CH2:8][O:9][C:10]2[CH:11]=[CH:12][C:13]([C:16]3([C:22]([N:29]4[CH2:30][CH2:31][CH:26]([OH:25])[CH2:27][CH2:28]4)=[O:24])[CH2:17][CH2:18][CH2:19][CH2:20][CH2:21]3)=[CH:14][CH:15]=2)[CH2:5][CH2:4][CH2:3][CH2:2]1. (3) Given the reactants [Cl:1][C:2]1[C:10]([O:11][C@@H:12]2[CH2:17][CH2:16][C@H:15]([NH2:18])[CH2:14][CH2:13]2)=[CH:9][CH:8]=[C:7]2[C:3]=1[CH:4]=[N:5][NH:6]2.Cl.C(OCC)C.C(OCC)C, predict the reaction product. The product is: [ClH:1].[Cl:1][C:2]1[C:10]([O:11][C@@H:12]2[CH2:13][CH2:14][C@H:15]([NH2:18])[CH2:16][CH2:17]2)=[CH:9][CH:8]=[C:7]2[C:3]=1[CH:4]=[N:5][NH:6]2. (4) Given the reactants [CH3:1][C:2]1([CH3:15])[CH2:7][CH2:6][CH2:5][CH:4]([CH:8]([O:10][C:11](=[O:14])[CH2:12][OH:13])[CH3:9])[CH2:3]1.N1C=CC=C[CH:17]=1.C[O:23][CH2:24][C:25](Cl)=O.[OH2:28], predict the reaction product. The product is: [CH3:15][C:2]1([CH3:1])[CH2:7][CH2:6][CH2:5][CH:4]([CH:8]([O:10][C:11](=[O:14])[CH2:12][O:13][CH3:17])[C:9]([O:23][CH2:24][CH3:25])=[O:28])[CH2:3]1. (5) Given the reactants Cl.[Cl:2][C:3]1[CH:26]=[CH:25][C:6]([C:7]([NH:9][C:10]2[N:14]([CH:15]3[CH2:20][CH2:19][CH2:18][NH:17][CH2:16]3)[C:13]3[CH:21]=[CH:22][CH:23]=[CH:24][C:12]=3[N:11]=2)=[O:8])=[CH:5][CH:4]=1.[C:27](Cl)(=[O:30])[CH:28]=[CH2:29].C([O-])(O)=O.[Na+], predict the reaction product. The product is: [C:27]([N:17]1[CH2:18][CH2:19][CH2:20][CH:15]([N:14]2[C:13]3[CH:21]=[CH:22][CH:23]=[CH:24][C:12]=3[N:11]=[C:10]2[NH:9][C:7](=[O:8])[C:6]2[CH:25]=[CH:26][C:3]([Cl:2])=[CH:4][CH:5]=2)[CH2:16]1)(=[O:30])[CH:28]=[CH2:29]. (6) The product is: [Cl:1][C:2]1[C:3]([O:9][C:10]2[CH:17]=[C:16]([O:18][CH2:19][CH2:20][O:21][CH3:22])[CH:15]=[CH:14][C:11]=2/[CH:12]=[C:24](\[CH3:23])/[C:25]([OH:27])=[O:26])=[N:4][CH:5]=[C:6]([Cl:8])[CH:7]=1. Given the reactants [Cl:1][C:2]1[C:3]([O:9][C:10]2[CH:17]=[C:16]([O:18][CH2:19][CH2:20][O:21][CH3:22])[CH:15]=[CH:14][C:11]=2[CH:12]=O)=[N:4][CH:5]=[C:6]([Cl:8])[CH:7]=1.[CH3:23][CH:24](C(O)=O)[C:25]([OH:27])=[O:26].N1CCCC1.Cl, predict the reaction product.